From a dataset of Reaction yield outcomes from USPTO patents with 853,638 reactions. Predict the reaction yield, written as a fraction of the theoretical maximum amount of product (1.0 means a 100% yield; for example, 0.34 means a 34% yield). (1) The reactants are [NH2:1][C:2]1[CH:24]=[CH:23][C:5]([O:6][C:7]2[C:16]3[C:11](=[CH:12][C:13]([O:17][CH2:18][C:19]([CH3:22])([OH:21])[CH3:20])=[CH:14][CH:15]=3)[N:10]=[CH:9][CH:8]=2)=[CH:4][CH:3]=1.[CH3:25][N:26]1[C:30]([CH3:31])=[C:29]([C:32](O)=[O:33])[C:28](=[O:35])[N:27]1[C:36]1[CH:41]=[CH:40][CH:39]=[CH:38][CH:37]=1.C1C=NC2N(O)N=NC=2C=1.CCN=C=NCCCN(C)C. The yield is 0.489. The catalyst is C(Cl)Cl.CCOC(C)=O.O. The product is [OH:21][C:19]([CH3:22])([CH3:20])[CH2:18][O:17][C:13]1[CH:12]=[C:11]2[C:16]([C:7]([O:6][C:5]3[CH:23]=[CH:24][C:2]([NH:1][C:32]([C:29]4[C:28](=[O:35])[N:27]([C:36]5[CH:37]=[CH:38][CH:39]=[CH:40][CH:41]=5)[N:26]([CH3:25])[C:30]=4[CH3:31])=[O:33])=[CH:3][CH:4]=3)=[CH:8][CH:9]=[N:10]2)=[CH:15][CH:14]=1. (2) The reactants are I[C:2]1[CH:8]=[CH:7][C:5]([NH2:6])=[CH:4][CH:3]=1.[C:9]([O:13][C:14]([N:16]1[CH2:21][CH2:20][NH:19][CH2:18][CH2:17]1)=[O:15])([CH3:12])([CH3:11])[CH3:10].P([O-])([O-])([O-])=O.[K+].[K+].[K+].C(O)CO. The catalyst is CC(O)C.[Cu](I)I. The product is [C:9]([O:13][C:14]([N:16]1[CH2:21][CH2:20][N:19]([C:2]2[CH:8]=[CH:7][C:5]([NH2:6])=[CH:4][CH:3]=2)[CH2:18][CH2:17]1)=[O:15])([CH3:12])([CH3:10])[CH3:11]. The yield is 0.430. (3) The reactants are [Br:1][C:2]1[CH:7]=[C:6]([NH:8][CH3:9])[C:5]([NH2:10])=[CH:4][CH:3]=1.[C:11]1(C)C=CC(S(O)(=O)=O)=CC=1. The catalyst is C(OC)(OC)OC. The product is [Br:1][C:2]1[CH:3]=[CH:4][C:5]2[N:10]=[CH:9][N:8]([CH3:11])[C:6]=2[CH:7]=1. The yield is 0.930. (4) The reactants are [CH:1]([C:4]1[N:5]=[C:6]([C:9]2[CH:18]=[C:17](O)[C:16]3[C:11](=[CH:12][C:13]([O:20][CH3:21])=[CH:14][CH:15]=3)[N:10]=2)[S:7][CH:8]=1)([CH3:3])[CH3:2].O=P(Cl)(Cl)[Cl:24]. No catalyst specified. The product is [Cl:24][C:17]1[C:16]2[C:11](=[CH:12][C:13]([O:20][CH3:21])=[CH:14][CH:15]=2)[N:10]=[C:9]([C:6]2[S:7][CH:8]=[C:4]([CH:1]([CH3:3])[CH3:2])[N:5]=2)[CH:18]=1. The yield is 0.640. (5) The reactants are [Br:1][C:2]1[CH:3]=[C:4]([N+:26]([O-])=O)[C:5]([C:8]2[CH:13]=[CH:12][C:11]([C:14]3([O:18][Si:19]([C:22]([CH3:25])([CH3:24])[CH3:23])([CH3:21])[CH3:20])[CH2:17][O:16][CH2:15]3)=[CH:10][CH:9]=2)=[N:6][CH:7]=1.C1(P(C2C=CC=CC=2)CCP(C2C=CC=CC=2)C2C=CC=CC=2)C=CC=CC=1. The catalyst is ClC1C=CC=CC=1Cl. The product is [Br:1][C:2]1[CH:7]=[N:6][C:5]2[C:8]3[CH:13]=[CH:12][C:11]([C:14]4([O:18][Si:19]([C:22]([CH3:25])([CH3:24])[CH3:23])([CH3:21])[CH3:20])[CH2:17][O:16][CH2:15]4)=[CH:10][C:9]=3[NH:26][C:4]=2[CH:3]=1. The yield is 0.660.